Dataset: Forward reaction prediction with 1.9M reactions from USPTO patents (1976-2016). Task: Predict the product of the given reaction. (1) Given the reactants C(=O)([O-])[O-].[K+].[K+].[CH2:7]([O:9][C:10]1[CH:23]=[CH:22][C:13](/[CH:14]=[C:15]2/[C:16](=[O:21])[NH:17][C:18](=[O:20])[S:19]/2)=[CH:12][CH:11]=1)[CH3:8].Br[CH2:25][CH2:26][CH2:27][NH:28][C:29](=[O:35])[O:30][C:31]([CH3:34])([CH3:33])[CH3:32], predict the reaction product. The product is: [CH2:7]([O:9][C:10]1[CH:23]=[CH:22][C:13](/[CH:14]=[C:15]2/[C:16](=[O:21])[N:17]([CH2:25][CH2:26][CH2:27][NH:28][C:29](=[O:35])[O:30][C:31]([CH3:34])([CH3:33])[CH3:32])[C:18](=[O:20])[S:19]/2)=[CH:12][CH:11]=1)[CH3:8]. (2) The product is: [C:1]12([C:11]3[CH:12]=[CH:13][C:14]([O:15][CH2:16][C:17]([NH:19][C:83]4[CH:84]=[C:79]([CH:80]=[CH:81][C:82]=4[OH:89])[C:78]([NH:76][CH2:77][CH2:32][N:33]([CH3:35])[CH3:34])=[O:63])=[O:18])=[CH:30][CH:31]=3)[CH2:10][CH:5]3[CH2:6][CH:7]([CH2:9][CH:3]([CH2:4]3)[CH2:2]1)[CH2:8]2. Given the reactants [C:1]12([C:11]3[CH:31]=[CH:30][C:14]([O:15][CH2:16][C:17]([NH:19]C4C=C(C=CC=4O)C(O)=O)=[O:18])=[CH:13][CH:12]=3)[CH2:10][CH:5]3[CH2:6][CH:7]([CH2:9][CH:3]([CH2:4]3)[CH2:2]1)[CH2:8]2.[CH3:32][N:33]([C:35](ON1N=NC2C=CC=NC1=2)=[N+](C)C)[CH3:34].F[P-](F)(F)(F)(F)F.NCCCN1CC[O:63]CC1.CCN(C(C)C)C(C)C.C[N:76]([CH2:78][C:79]1[CH:84]=[C:83](CN(C)C)[C:82]([OH:89])=[C:81](CN(C)C)[CH:80]=1)[CH3:77], predict the reaction product. (3) The product is: [CH3:1][C:2]1[O:6][C:5]([C:7]2[CH:8]=[CH:9][C:10]3[O:14][CH:13]=[C:12]([CH:15]=[O:19])[C:11]=3[CH:17]=2)=[N:4][N:3]=1. Given the reactants [CH3:1][C:2]1[O:6][C:5]([C:7]2[CH:8]=[CH:9][C:10]3[O:14][CH:13]=[C:12]([C:15]#N)[C:11]=3[CH:17]=2)=[N:4][N:3]=1.C(O)=[O:19], predict the reaction product. (4) Given the reactants [OH-].[Na+].C(O)C.C([O:8][C:9](=[O:23])[CH2:10][C:11]1[C:20]2[C:15](=[CH:16][CH:17]=[C:18]([O:21][CH3:22])[CH:19]=2)[CH:14]=[CH:13][CH:12]=1)C, predict the reaction product. The product is: [CH3:22][O:21][C:18]1[CH:19]=[C:20]2[C:15]([CH:14]=[CH:13][CH:12]=[C:11]2[CH2:10][C:9]([OH:23])=[O:8])=[CH:16][CH:17]=1. (5) Given the reactants CC1(C)CCCC(C)(C)N1.C([Li])CCC.[C:16]([Si:20]([O:23][C:24]1[C:29]([F:30])=[CH:28][CH:27]=[CH:26][C:25]=1[CH:31]1[CH2:36][CH2:35][CH2:34][CH2:33][CH2:32]1)([CH3:22])[CH3:21])([CH3:19])([CH3:18])[CH3:17].[B:37](OC(C)C)([O:42]C(C)C)[O:38]C(C)C, predict the reaction product. The product is: [Si:20]([O:23][C:24]1[C:29]([F:30])=[C:28]([B:37]([OH:42])[OH:38])[CH:27]=[CH:26][C:25]=1[CH:31]1[CH2:36][CH2:35][CH2:34][CH2:33][CH2:32]1)([C:16]([CH3:19])([CH3:17])[CH3:18])([CH3:22])[CH3:21]. (6) Given the reactants [CH3:1][O:2][C:3]([C:5]1[S:6][C:7]([C:17]2[CH2:22][CH2:21][CH2:20][CH2:19][CH:18]=2)=[CH:8][C:9]=1[NH:10][C:11]1[CH:16]=[CH:15][CH:14]=[CH:13][CH:12]=1)=[O:4].[CH3:23][C@H:24]1[CH2:29][CH2:28][C@H:27]([C:30](Cl)=[O:31])[CH2:26][CH2:25]1, predict the reaction product. The product is: [CH3:1][O:2][C:3]([C:5]1[S:6][C:7]([C:17]2[CH2:22][CH2:21][CH2:20][CH2:19][CH:18]=2)=[CH:8][C:9]=1[N:10]([C:30]([C@H:27]1[CH2:28][CH2:29][C@H:24]([CH3:23])[CH2:25][CH2:26]1)=[O:31])[C:11]1[CH:16]=[CH:15][CH:14]=[CH:13][CH:12]=1)=[O:4]. (7) Given the reactants [NH2:1][C:2]1[CH:3]=[C:4]([N:8]([CH3:24])[C:9]2[N:14]=[C:13]3[S:15][C:16]([NH:18][C:19]([CH:21]4[CH2:23][CH2:22]4)=[O:20])=[N:17][C:12]3=[CH:11][CH:10]=2)[CH:5]=[CH:6][CH:7]=1.[N:25]([C:28]1[CH:33]=[CH:32][C:31]([C:34]([F:37])([F:36])[F:35])=[CH:30][CH:29]=1)=[C:26]=[O:27].C(=O)([O-])O.[Na+], predict the reaction product. The product is: [CH3:24][N:8]([C:4]1[CH:5]=[CH:6][CH:7]=[C:2]([NH:1][C:26](=[O:27])[NH:25][C:28]2[CH:33]=[CH:32][C:31]([C:34]([F:35])([F:37])[F:36])=[CH:30][CH:29]=2)[CH:3]=1)[C:9]1[N:14]=[C:13]2[S:15][C:16]([NH:18][C:19]([CH:21]3[CH2:22][CH2:23]3)=[O:20])=[N:17][C:12]2=[CH:11][CH:10]=1. (8) Given the reactants Br[C:2]1[C:3]([F:13])=[C:4]([CH:10]=[CH:11][CH:12]=1)[C:5]([O:7][CH2:8][CH3:9])=[O:6].[CH3:14][O:15][C:16]1[CH:21]=[CH:20][C:19]([CH2:22][SH:23])=[CH:18][CH:17]=1.C(N(C(C)C)CC)(C)C, predict the reaction product. The product is: [F:13][C:3]1[C:2]([S:23][CH2:22][C:19]2[CH:20]=[CH:21][C:16]([O:15][CH3:14])=[CH:17][CH:18]=2)=[CH:12][CH:11]=[CH:10][C:4]=1[C:5]([O:7][CH2:8][CH3:9])=[O:6]. (9) Given the reactants Br[C:2]1[CH:7]=[CH:6][CH:5]=[CH:4][N:3]=1.[Li]C(C)(C)C.[CH2:13]([O:20][C:21]1[CH:26]=[CH:25][C:24]([CH2:27][C:28](N(OC)C)=[O:29])=[CH:23][CH:22]=1)[C:14]1[CH:19]=[CH:18][CH:17]=[CH:16][CH:15]=1, predict the reaction product. The product is: [CH2:13]([O:20][C:21]1[CH:22]=[CH:23][C:24]([CH2:27][C:28]([C:2]2[CH:7]=[CH:6][CH:5]=[CH:4][N:3]=2)=[O:29])=[CH:25][CH:26]=1)[C:14]1[CH:15]=[CH:16][CH:17]=[CH:18][CH:19]=1. (10) Given the reactants [F:1][C:2]1[CH:3]=[C:4](B(O)O)[CH:5]=[N:6][CH:7]=1.[NH2:11][C:12]1[C:20]2[C:15](=[CH:16][CH:17]=[CH:18][C:19]=2[F:21])[C:14]([C:29]2[CH:30]=[C:31]([CH3:38])[C:32](=[O:37])[N:33]([CH2:35][CH3:36])[CH:34]=2)([C:22]2[CH:27]=[CH:26][CH:25]=[C:24](Br)[CH:23]=2)[N:13]=1, predict the reaction product. The product is: [NH2:11][C:12]1[C:20]2[C:15](=[CH:16][CH:17]=[CH:18][C:19]=2[F:21])[C:14]([C:29]2[CH:30]=[C:31]([CH3:38])[C:32](=[O:37])[N:33]([CH2:35][CH3:36])[CH:34]=2)([C:22]2[CH:27]=[CH:26][CH:25]=[C:24]([C:4]3[CH:5]=[N:6][CH:7]=[C:2]([F:1])[CH:3]=3)[CH:23]=2)[N:13]=1.